This data is from NCI-60 drug combinations with 297,098 pairs across 59 cell lines. The task is: Regression. Given two drug SMILES strings and cell line genomic features, predict the synergy score measuring deviation from expected non-interaction effect. (1) Drug 1: C1=C(C(=O)NC(=O)N1)N(CCCl)CCCl. Drug 2: CC=C1C(=O)NC(C(=O)OC2CC(=O)NC(C(=O)NC(CSSCCC=C2)C(=O)N1)C(C)C)C(C)C. Cell line: A549. Synergy scores: CSS=67.4, Synergy_ZIP=3.66, Synergy_Bliss=4.97, Synergy_Loewe=-24.0, Synergy_HSA=5.34. (2) Synergy scores: CSS=0.287, Synergy_ZIP=-2.56, Synergy_Bliss=-4.06, Synergy_Loewe=-2.14, Synergy_HSA=-1.71. Drug 1: CCC1(CC2CC(C3=C(CCN(C2)C1)C4=CC=CC=C4N3)(C5=C(C=C6C(=C5)C78CCN9C7C(C=CC9)(C(C(C8N6C)(C(=O)OC)O)OC(=O)C)CC)OC)C(=O)OC)O.OS(=O)(=O)O. Drug 2: CC(C)(C#N)C1=CC(=CC(=C1)CN2C=NC=N2)C(C)(C)C#N. Cell line: LOX IMVI. (3) Drug 1: CN(CC1=CN=C2C(=N1)C(=NC(=N2)N)N)C3=CC=C(C=C3)C(=O)NC(CCC(=O)O)C(=O)O. Drug 2: C(CCl)NC(=O)N(CCCl)N=O. Cell line: HL-60(TB). Synergy scores: CSS=53.1, Synergy_ZIP=0.383, Synergy_Bliss=-0.333, Synergy_Loewe=-33.5, Synergy_HSA=0.0265. (4) Cell line: NCI-H322M. Drug 1: CCCCCOC(=O)NC1=NC(=O)N(C=C1F)C2C(C(C(O2)C)O)O. Drug 2: C1C(C(OC1N2C=NC3=C2NC=NCC3O)CO)O. Synergy scores: CSS=2.28, Synergy_ZIP=0.515, Synergy_Bliss=0.699, Synergy_Loewe=-0.425, Synergy_HSA=-0.486.